From a dataset of Full USPTO retrosynthesis dataset with 1.9M reactions from patents (1976-2016). Predict the reactants needed to synthesize the given product. (1) Given the product [Cl:1][C:2]1[CH:3]=[C:4]([NH:9][C:10]([N:12]2[CH2:17][CH2:16][N:15]([CH2:18][CH2:19][C:20]([N:30]3[CH2:31][CH2:32][C:27]4([CH2:25][CH2:26]4)[C@H:28]([OH:33])[CH2:29]3)=[O:22])[C:14](=[O:23])[C@@H:13]2[CH3:24])=[O:11])[CH:5]=[CH:6][C:7]=1[Cl:8], predict the reactants needed to synthesize it. The reactants are: [Cl:1][C:2]1[CH:3]=[C:4]([NH:9][C:10]([N:12]2[CH2:17][CH2:16][N:15]([CH2:18][CH2:19][C:20]([OH:22])=O)[C:14](=[O:23])[C@@H:13]2[CH3:24])=[O:11])[CH:5]=[CH:6][C:7]=1[Cl:8].[CH2:25]1[C:27]2([CH2:32][CH2:31][NH:30][CH2:29][C@H:28]2[OH:33])[CH2:26]1.Cl.C1C2(CCNC[C@H]2O)C1.C(N(CC)CC)C.CN(C(ON1N=NC2C=CC=NC1=2)=[N+](C)C)C.F[P-](F)(F)(F)(F)F.OS([O-])(=O)=O.[K+]. (2) Given the product [C:26]1([N:32]2[C:10]3[CH2:9][CH2:8][N:7]([C:12]([O:14][C:15]([CH3:18])([CH3:17])[CH3:16])=[O:13])[CH2:6][C:5]=3[CH:4]=[N:2]2)[CH:31]=[CH:30][CH:29]=[CH:28][CH:27]=1, predict the reactants needed to synthesize it. The reactants are: C[N:2]([CH:4]=[C:5]1[C:10](=O)[CH2:9][CH2:8][N:7]([C:12]([O:14][C:15]([CH3:18])([CH3:17])[CH3:16])=[O:13])[CH2:6]1)C.C(=O)([O-])[O-].[Na+].[Na+].Cl.[C:26]1([NH:32]N)[CH:31]=[CH:30][CH:29]=[CH:28][CH:27]=1.C(=O)(O)[O-].[Na+]. (3) Given the product [C:23]([C:25]1[CH:30]=[C:29]([S:8]([C:5]2[CH:6]=[CH:7][C:2]([CH3:1])=[C:3]([S:11]([NH:14][CH2:15][CH2:16][C:17]3[CH:22]=[CH:21][CH:20]=[CH:19][N:18]=3)(=[O:13])=[O:12])[CH:4]=2)(=[O:10])=[O:9])[CH:28]=[CH:27][CH:26]=1)#[N:24], predict the reactants needed to synthesize it. The reactants are: [CH3:1][C:2]1[CH:7]=[CH:6][C:5]([S:8]([OH:10])=[O:9])=[CH:4][C:3]=1[S:11]([NH:14][CH2:15][CH2:16][C:17]1[CH:22]=[CH:21][CH:20]=[CH:19][N:18]=1)(=[O:13])=[O:12].[C:23]([C:25]1[CH:26]=[C:27](B(O)O)[CH:28]=[CH:29][CH:30]=1)#[N:24].C(=O)([O-])[O-].[K+].[K+]. (4) Given the product [C:10]([C:7]1[CH:8]=[CH:9][C:4](/[C:3](/[C:14]2[CH:15]=[CH:16][C:17]([Cl:22])=[C:18]([O:20][CH3:21])[N:19]=2)=[CH:2]\[N:23]2[CH2:27][CH2:26][CH2:25][C:24]2=[O:28])=[CH:5][CH:6]=1)([CH3:13])([CH3:12])[CH3:11], predict the reactants needed to synthesize it. The reactants are: Br/[CH:2]=[C:3](/[C:14]1[N:19]=[C:18]([O:20][CH3:21])[C:17]([Cl:22])=[CH:16][CH:15]=1)\[C:4]1[CH:9]=[CH:8][C:7]([C:10]([CH3:13])([CH3:12])[CH3:11])=[CH:6][CH:5]=1.[NH:23]1[CH2:27][CH2:26][CH2:25][C:24]1=[O:28].C1(P(C2C=CC=CC=2)C2C=CC3C(=CC=CC=3)C=2C2C3C(=CC=CC=3)C=CC=2P(C2C=CC=CC=2)C2C=CC=CC=2)C=CC=CC=1.C(=O)([O-])[O-].[Cs+].[Cs+]. (5) Given the product [CH3:16][O:15][N:14]=[C:12]1[CH2:11][C@@H:10]([C:17]2[N:18]=[C:33]([C:28]3[CH:29]=[CH:30][CH:31]=[CH:32][N:27]=3)[O:20][N:19]=2)[N:9]([C:7]([C:4]2[CH:3]=[CH:2][C:1]([C:21]3[CH:26]=[CH:25][CH:24]=[CH:23][CH:22]=3)=[CH:6][CH:5]=2)=[O:8])[CH2:13]1, predict the reactants needed to synthesize it. The reactants are: [C:1]1([C:21]2[CH:26]=[CH:25][CH:24]=[CH:23][CH:22]=2)[CH:6]=[CH:5][C:4]([C:7]([N:9]2[CH2:13][C:12](=[N:14][O:15][CH3:16])[CH2:11][C@H:10]2[C:17](=[N:19][OH:20])[NH2:18])=[O:8])=[CH:3][CH:2]=1.[N:27]1[CH:32]=[CH:31][CH:30]=[CH:29][C:28]=1[C:33](O)=O. (6) Given the product [C:1]1([CH:7]2[O:12][CH2:11][CH2:10][N:9]([C:13](=[O:18])[CH2:14][CH2:15][CH2:16][CH3:17])[CH2:8]2)[CH:2]=[CH:3][CH:4]=[CH:5][CH:6]=1, predict the reactants needed to synthesize it. The reactants are: [C:1]1([CH:7]2[O:12][CH2:11][CH2:10][NH:9][CH2:8]2)[CH:6]=[CH:5][CH:4]=[CH:3][CH:2]=1.[C:13](Cl)(=[O:18])[CH2:14][CH2:15][CH2:16][CH3:17].C(N(CC)CC)C. (7) Given the product [C:3]([C:6]1[CH:7]=[CH:8][C:9]([O:14][CH2:15][C:16]([CH2:18][I:1])=[CH2:17])=[C:10]([CH:13]=1)[CH:11]=[O:12])(=[O:5])[CH3:4], predict the reactants needed to synthesize it. The reactants are: [I-:1].[Na+].[C:3]([C:6]1[CH:7]=[CH:8][C:9]([O:14][CH2:15][C:16]([CH2:18]Cl)=[CH2:17])=[C:10]([CH:13]=1)[CH:11]=[O:12])(=[O:5])[CH3:4].O. (8) Given the product [Cl:22][C:13]1[CH:12]=[C:11]([NH:33][CH:30]2[CH2:31][CH2:32][O:27][CH2:28][CH2:29]2)[C:16]([C:17]([O:19][CH2:20][CH3:21])=[O:18])=[CH:15][N:14]=1, predict the reactants needed to synthesize it. The reactants are: C(N(CC)C(C)C)(C)C.Cl[C:11]1[C:16]([C:17]([O:19][CH2:20][CH3:21])=[O:18])=[CH:15][N:14]=[C:13]([Cl:22])[CH:12]=1.C(O)(=O)C.[O:27]1[CH2:32][CH2:31][CH:30]([NH2:33])[CH2:29][CH2:28]1.